Dataset: Forward reaction prediction with 1.9M reactions from USPTO patents (1976-2016). Task: Predict the product of the given reaction. (1) Given the reactants [Br:1][C:2]1[CH:10]=[CH:9][C:5]([C:6]([OH:8])=[O:7])=[C:4]([CH2:11][CH3:12])[CH:3]=1.[CH:13](O)([CH3:15])[CH3:14], predict the reaction product. The product is: [CH2:11]([C:4]1[CH:3]=[C:2]([Br:1])[CH:10]=[CH:9][C:5]=1[C:6]([O:8][CH:13]([CH3:15])[CH3:14])=[O:7])[CH3:12]. (2) Given the reactants [F:1][C:2]1[CH:7]=[CH:6][C:5]([C:8]2[O:9][CH2:10][CH:11]([CH2:13]O)[N:12]=2)=[CH:4][CH:3]=1.C1(P(C2C=CC=CC=2)C2C=CC=CC=2)C=CC=CC=1.C(Br)(Br)(Br)[Br:35], predict the reaction product. The product is: [Br:35][CH2:13][CH:11]1[CH2:10][O:9][C:8]([C:5]2[CH:6]=[CH:7][C:2]([F:1])=[CH:3][CH:4]=2)=[N:12]1.